This data is from Forward reaction prediction with 1.9M reactions from USPTO patents (1976-2016). The task is: Predict the product of the given reaction. (1) Given the reactants [Br:1][C:2]1[CH:3]=[C:4]2[C:8](=[CH:9][CH:10]=1)[N:7](S(C1C=CC(C)=CC=1)(=O)=O)C=[C:5]2[CH:21](O)[C:22]1[CH:27]=[CH:26][C:25]([C:28]([CH3:32])([CH3:31])[C:29]#[N:30])=[CH:24][CH:23]=1.Cl.C([O-])(O)=[O:36].[Na+], predict the reaction product. The product is: [NH2:7][C:8]1[CH:9]=[CH:10][C:2]([Br:1])=[CH:3][C:4]=1[C:5](=[O:36])[CH2:21][C:22]1[CH:27]=[CH:26][C:25]([C:28]([CH3:32])([CH3:31])[C:29]#[N:30])=[CH:24][CH:23]=1. (2) Given the reactants [NH2:1][CH2:2][C:3]1[C:8]([CH2:9][CH3:10])=[N:7][C:6]2[N:11]([CH2:14][CH3:15])[N:12]=[CH:13][C:5]=2[C:4]=1[NH:16][CH:17]1[CH2:22][CH2:21][O:20][CH2:19][CH2:18]1.[C:23]1([CH2:29][CH2:30][NH:31][C:32](=O)[O:33]C2C=CC([N+]([O-])=O)=CC=2)[CH:28]=[CH:27][CH:26]=[CH:25][CH:24]=1, predict the reaction product. The product is: [CH2:14]([N:11]1[C:6]2=[N:7][C:8]([CH2:9][CH3:10])=[C:3]([CH2:2][NH:1][C:32]([NH:31][CH2:30][CH2:29][C:23]3[CH:28]=[CH:27][CH:26]=[CH:25][CH:24]=3)=[O:33])[C:4]([NH:16][CH:17]3[CH2:18][CH2:19][O:20][CH2:21][CH2:22]3)=[C:5]2[CH:13]=[N:12]1)[CH3:15]. (3) Given the reactants [N:1]1[C:10]2[C:5](=[CH:6][CH:7]=[CH:8][CH:9]=2)[N:4]=[CH:3][C:2]=1[C:11]1[CH:12]=[C:13]([NH2:17])[CH:14]=[CH:15][CH:16]=1.[CH3:18][S:19](Cl)(=[O:21])=[O:20], predict the reaction product. The product is: [N:1]1[C:10]2[C:5](=[CH:6][CH:7]=[CH:8][CH:9]=2)[N:4]=[CH:3][C:2]=1[C:11]1[CH:12]=[C:13]([NH:17][S:19]([CH3:18])(=[O:21])=[O:20])[CH:14]=[CH:15][CH:16]=1. (4) Given the reactants Cl[C:2]1[C:3]2[CH2:11][N:10]([C:12]3[CH:19]=[CH:18][C:17]([CH3:20])=[CH:16][C:13]=3[C:14]#[N:15])[CH2:9][CH2:8][C:4]=2[N:5]=[CH:6][N:7]=1.[Cl:21][C:22]1[CH:27]=[CH:26][C:25]([CH:28]([NH2:30])[CH3:29])=[CH:24][C:23]=1[S:31]([CH3:34])(=[O:33])=[O:32], predict the reaction product. The product is: [Cl:21][C:22]1[CH:27]=[CH:26][C:25]([CH:28]([NH:30][C:2]2[C:3]3[CH2:11][N:10]([C:12]4[CH:19]=[CH:18][C:17]([CH3:20])=[CH:16][C:13]=4[C:14]#[N:15])[CH2:9][CH2:8][C:4]=3[N:5]=[CH:6][N:7]=2)[CH3:29])=[CH:24][C:23]=1[S:31]([CH3:34])(=[O:32])=[O:33].